This data is from hERG Central: cardiac toxicity at 1µM, 10µM, and general inhibition. The task is: Predict hERG channel inhibition at various concentrations. (1) The molecule is CCN(CC)CCCN(C(=O)Cn1nnc(-c2ccc(OC)c(OC)c2)n1)C(C(=O)NC(C)(C)C)c1ccc(F)cc1. Results: hERG_inhib (hERG inhibition (general)): blocker. (2) Results: hERG_inhib (hERG inhibition (general)): blocker. The molecule is O.O=C(O)c1cc(=O)c2c(Cl)cc(Cl)cc2[nH]1.